From a dataset of Experimentally validated miRNA-target interactions with 360,000+ pairs, plus equal number of negative samples. Binary Classification. Given a miRNA mature sequence and a target amino acid sequence, predict their likelihood of interaction. (1) The protein sequence of the target gene is MEESSVTVGTIDVSYLPSSSEYSLGRCKHTSEDWVDCGFKPTFFRSATLKWKESLMSRKRPFVGRCCYSCTPQSWERFFNPSIPSLGLRNVIYINETHTRHRGWLARRLSYILFVQERDVHKGMFATSVTENVLSSSRVQEAIAEVAAELNPDGSAQQQSKAIQKVKRKARKILQEMVATVSPGMIRLTGWVLLKLFNSFFWNIQIHKGQLEMVKAATETNLPLLFLPVHRSHIDYLLLTFILFCHNIKAPYIASGNNLNIPVFSTLIHKLGGFFIRRRLDETPDGRKDILYRALLHGHV.... The miRNA is hsa-miR-4676-5p with sequence GAGCCAGUGGUGAGACAGUGA. Result: 0 (no interaction). (2) The miRNA is rno-miR-135a-5p with sequence UAUGGCUUUUUAUUCCUAUGUGA. The protein sequence of the target gene is MKKDVRILLVGEPRVGKTSLIMSLVSEEFPEEVPPRAEEITIPADVTPERVPTHIVDYSEAEQSDEQLHQEISQANVICIVYAVNNKHSIDKVTSRWIPLINERTDKDSRLPLILVGNKSDLVEYSSMETILPIMNQYTEIETCVECSAKNLKNISELFYYAQKAVLHPTGPLYCPEEKEMKPACIKALTRIFKISDQDNDGTLNDAELNFFQRICFNTPLAPQALEDVKNVVRKHISDGVADSGLTLKGFLFLHTLFIQRGRHETTWTVLRRFGYDDDLDLTPEYLFPLLKIPPDCTTE.... Result: 0 (no interaction). (3) The miRNA is hsa-miR-4499 with sequence AAGACUGAGAGGAGGGA. The protein sequence of the target gene is MTTLDDKLLGEKLQYYYSSSEDEDSDHEDKDRGRCAPASSSVPAEAELAGEGISVNTGPKGVINDWRRFKQLETEQREEQCREMERLIKKLSMTCRSHLDEEEEQQKQKDLQEKISGKMTLKEFAIMNEDQDDEEFLQQYRKQRMEEMRQQLHKGPQFKQVFEISSGEGFLDMIDKEQKSIVIMVHIYEDGIPGTEAMNGCMICLAAEYPAVKFCKVKSSVIGASSQFTRNALPALLIYKGGELIGNFVRVTDQLGDDFFAVDLEAFLQEFGLLPEKEVLVLTSVRNSATCHSEDSDLEI.... Result: 1 (interaction). (4) The miRNA is rno-miR-30c-1-3p with sequence CUGGGAGAGGGUUGUUUACUCC. The protein sequence of the target gene is MTTLDDKLLGEKLQYYYSTSEDEDSDHEDKDRGRGAPAISSTPAEAELAGEGISINTGPKGVINDWRRFKQLETEQREEQCREMERLIKKLSMSCRSHLDEEEEQQKQKDLQEKISGKMTLKEFGTKDKNLDDEEFLQQYRKQRMEEMRQQFHKGPQFKQVFEIPSGEGFLDMIDKEQKSTLIMVHIYEDGVPGTEAMNGCMICLATEYPAVKFCRVRSSVIGASSRFTRNALPALLIYKAGELIGNFVRVTDQLGEDFFAVDLEAFLQEFGLLPEKEVLVLTSVRNSATCHSEDSDLEI.... Result: 0 (no interaction). (5) The miRNA is mmu-miR-1968-5p with sequence UGCAGCUGUUAAGGAUGGUGGACU. The protein sequence of the target gene is MATDDKSSPTLDSANDLPRSPASPSHLTHFKPLTPDQDEPPFKSAYSSFVNLFRFNKERGEGGQGEQQSPSSSWASPQIPSRTQSVRSPVPYKKQLNEELHRRSSVLDSRRKAEPACGGHDPRTAVQLRSLSTVLKRLKEIMEGKSQDSDLKQYWMPDSQCKECYDCSEKFTTFRRRHHCRLCGQIFCSRCCNQEIPGKFMGYTGDLRACTYCRKIALSYAHSTDSNSIGEDLNALSDSTCSVSILDPSEPRTPVGSRKASRNIFLEDDLAWQSLIHPDSSNSALSTRLVSVQEDAGKSP.... Result: 0 (no interaction). (6) The miRNA is hsa-miR-5703 with sequence AGGAGAAGUCGGGAAGGU. The protein sequence of the target gene is MAEKALEAVGCGLGPGAVAMAVTLEDGAEPPVLTTHLKKVENHITEAQRFSHLPKRSAVDIEFVELSYSVREGPCWRKRGYKTLLKCLSGKFCRRELIGIMGPSGAGKSTFMNILAGYRESGMKGQILVNGRPRELRTFRKMSCYIMQDDMLLPHLTVLEAMMVSANLKLSEKQEVKKELVTEILTALGLMSCSHTRTALLSGGQRKRLAIALELVNNPPVMFFDEPTSGLDSASCFQVVSLMKSLAQGGRTIICTIHQPSAKLFEMFDKLYILSQGQCIFKGVVTNLIPYLKGLGLHCP.... Result: 0 (no interaction).